From a dataset of Full USPTO retrosynthesis dataset with 1.9M reactions from patents (1976-2016). Predict the reactants needed to synthesize the given product. (1) Given the product [F:1][C:2]([C:5]1[CH:10]=[C:9]([CH:8]=[CH:7][N:6]=1)[C:11]([OH:12])=[O:19])([CH3:4])[CH3:3], predict the reactants needed to synthesize it. The reactants are: [F:1][C:2]([C:5]1[CH:10]=[C:9]([CH3:11])[CH:8]=[CH:7][N:6]=1)([CH3:4])[CH3:3].[O-:12][Mn](=O)(=O)=O.[K+].Cl.[OH2:19]. (2) Given the product [C:1]1([C:18]2[CH:19]=[CH:20][CH:21]=[CH:22][CH:23]=2)[CH:6]=[CH:5][CH:4]=[C:3]([NH:7][C:8]2[C:9]([C:10]([NH:29][C@@H:30]3[CH2:31][CH2:32][C@H:33]([NH:36][C:37]([C:39]4[N:40]=[C:41]5[CH:46]=[CH:45][CH:44]=[CH:43][N:42]5[CH:47]=4)=[O:38])[CH2:34][CH2:35]3)=[O:11])=[CH:13][C:14]([F:17])=[CH:15][N:16]=2)[CH:2]=1, predict the reactants needed to synthesize it. The reactants are: [C:1]1([C:18]2[CH:23]=[CH:22][CH:21]=[CH:20][CH:19]=2)[CH:6]=[CH:5][CH:4]=[C:3]([NH:7][C:8]2[N:16]=[CH:15][C:14]([F:17])=[CH:13][C:9]=2[C:10](O)=[O:11])[CH:2]=1.CN(C=O)C.[NH2:29][C@@H:30]1[CH2:35][CH2:34][C@H:33]([NH:36][C:37]([C:39]2[N:40]=[C:41]3[CH:46]=[CH:45][CH:44]=[CH:43][N:42]3[CH:47]=2)=[O:38])[CH2:32][CH2:31]1.CCN(C(C)C)C(C)C. (3) Given the product [Br:1][C:2]1[CH:6]=[N:5][N:4]([CH3:7])[C:3]=1[C:8]1[CH:9]=[C:10]([NH:16][C:25]([NH:24][C:19]2[CH:20]=[CH:21][CH:22]=[CH:23][C:18]=2[F:17])=[O:26])[CH:11]=[CH:12][C:13]=1[O:14][CH3:15], predict the reactants needed to synthesize it. The reactants are: [Br:1][C:2]1[CH:6]=[N:5][N:4]([CH3:7])[C:3]=1[C:8]1[CH:9]=[C:10]([NH2:16])[CH:11]=[CH:12][C:13]=1[O:14][CH3:15].[F:17][C:18]1[CH:23]=[CH:22][CH:21]=[CH:20][C:19]=1[N:24]=[C:25]=[O:26]. (4) The reactants are: [C:1]([O:5][C:6]([N:8]1[CH2:13][CH2:12][NH:11][CH2:10][CH2:9]1)=[O:7])([CH3:4])([CH3:3])[CH3:2].[Br:14][C:15]1[CH:20]=[CH:19][C:18]([S:21](Cl)(=[O:23])=[O:22])=[CH:17][CH:16]=1. Given the product [C:1]([O:5][C:6]([N:8]1[CH2:13][CH2:12][N:11]([S:21]([C:18]2[CH:19]=[CH:20][C:15]([Br:14])=[CH:16][CH:17]=2)(=[O:23])=[O:22])[CH2:10][CH2:9]1)=[O:7])([CH3:4])([CH3:2])[CH3:3], predict the reactants needed to synthesize it. (5) The reactants are: [F:1][C:2]1[C:7]2[C:8]([C:18](=[O:21])[NH:19][CH3:20])=[C:9]([C:11]3[CH:16]=[CH:15][C:14]([F:17])=[CH:13][CH:12]=3)[O:10][C:6]=2[CH:5]=[CH:4][C:3]=1[C:22]1[CH:23]=[C:24]([CH:28]=[CH:29][C:30]=1[CH3:31])[C:25](O)=[O:26].[CH3:32][C:33]1[CH:38]=[CH:37][N:36]=[C:35]([C:39]2([NH2:42])[CH2:41][CH2:40]2)[N:34]=1.C(N(CC)CC)C. Given the product [F:1][C:2]1[C:7]2[C:8]([C:18]([NH:19][CH3:20])=[O:21])=[C:9]([C:11]3[CH:16]=[CH:15][C:14]([F:17])=[CH:13][CH:12]=3)[O:10][C:6]=2[CH:5]=[CH:4][C:3]=1[C:22]1[CH:23]=[C:24]([C:25](=[O:26])[NH:42][C:39]2([C:35]3[N:34]=[C:33]([CH3:32])[CH:38]=[CH:37][N:36]=3)[CH2:40][CH2:41]2)[CH:28]=[CH:29][C:30]=1[CH3:31], predict the reactants needed to synthesize it.